This data is from Catalyst prediction with 721,799 reactions and 888 catalyst types from USPTO. The task is: Predict which catalyst facilitates the given reaction. (1) Reactant: [C:1]1([SH:7])[CH:6]=[CH:5][CH:4]=[CH:3][CH:2]=1.[H-].[Na+].[H][H].[F:12][C:13]([F:30])([F:29])[CH:14]1[CH2:16][N:15]1[S:17]([C:20]1[C:25]([CH3:26])=[CH:24][C:23]([CH3:27])=[CH:22][C:21]=1[CH3:28])(=[O:19])=[O:18]. Product: [CH3:28][C:21]1[CH:22]=[C:23]([CH3:27])[CH:24]=[C:25]([CH3:26])[C:20]=1[S:17]([NH:15][CH:14]([CH2:16][S:7][C:1]1[CH:6]=[CH:5][CH:4]=[CH:3][CH:2]=1)[C:13]([F:30])([F:29])[F:12])(=[O:19])=[O:18]. The catalyst class is: 3. (2) Reactant: [CH:1]([C:4]1[CH:9]=[CH:8][CH:7]=[CH:6][C:5]=1[N:10]=[C:11]=[S:12])([CH3:3])[CH3:2].Cl.[CH3:14][NH:15][O:16][CH2:17][C:18]([OH:20])=[O:19].C(N(CC)CC)C. Product: [CH:1]([C:4]1[CH:9]=[CH:8][CH:7]=[CH:6][C:5]=1[NH:10][C:11]([N:15]([CH3:14])[O:16][CH2:17][C:18]([OH:20])=[O:19])=[S:12])([CH3:3])[CH3:2]. The catalyst class is: 22. (3) Reactant: [F:1][C:2]([F:11])([F:10])[C:3]1[CH:4]=[C:5]([OH:9])[CH:6]=[CH:7][CH:8]=1.C1(=O)O[CH2:15][CH2:14][O:13]1. Product: [F:1][C:2]([F:10])([F:11])[C:3]1[CH:4]=[C:5]([CH:6]=[CH:7][CH:8]=1)[O:9][CH2:15][CH2:14][OH:13]. The catalyst class is: 3. (4) Reactant: [N+](C1C=C(N2CCNCC2)C=CC=1)([O-])=O.[CH3:16][C:17]([OH:35])([CH3:34])[CH2:18][N:19]1[CH2:24][CH2:23][N:22]([C:25]2[CH:30]=[CH:29][CH:28]=[C:27]([N+:31]([O-:33])=[O:32])[CH:26]=2)[CH2:21][CH2:20]1.Cl.O1C(C)(C)C1.C(Cl)Cl.CO. Product: [CH3:34][C:17]([OH:35])([CH3:16])[CH2:18][N:19]1[CH2:20][CH2:21][N:22]([C:25]2[CH:30]=[CH:29][CH:28]=[C:27]([N+:31]([O-:33])=[O:32])[CH:26]=2)[CH2:23][CH2:24]1. The catalyst class is: 5. (5) Reactant: [CH3:1][O:2][C:3]1[CH:4]=[C:5]2[C:10](=[CH:11][CH:12]=1)[N:9]=[CH:8][C:7]([CH:13]=[O:14])=[CH:6]2.[BH4-].[Na+]. Product: [CH3:1][O:2][C:3]1[CH:4]=[C:5]2[C:10](=[CH:11][CH:12]=1)[N:9]=[CH:8][C:7]([CH2:13][OH:14])=[CH:6]2. The catalyst class is: 1. (6) Reactant: [C:1]([O:5][C:6]([C:8]1[CH:9]=[C:10]([CH:39]=[CH:40][CH:41]=1)[CH2:11][N:12]1[C:16](=[O:17])[C:15]2([CH2:22][CH2:21][N:20](C(OCC3C=CC=CC=3)=O)[CH2:19][CH2:18]2)[N:14]([CH:33]2[CH2:38][CH2:37][CH2:36][CH2:35][CH2:34]2)[CH2:13]1)=[O:7])([CH3:4])([CH3:3])[CH3:2]. Product: [CH:33]1([N:14]2[C:15]3([CH2:22][CH2:21][NH:20][CH2:19][CH2:18]3)[C:16](=[O:17])[N:12]([CH2:11][C:10]3[CH:9]=[C:8]([CH:41]=[CH:40][CH:39]=3)[C:6]([O:5][C:1]([CH3:3])([CH3:4])[CH3:2])=[O:7])[CH2:13]2)[CH2:34][CH2:35][CH2:36][CH2:37][CH2:38]1. The catalyst class is: 153. (7) Reactant: [N:1]([CH2:4][C:5]1[N:6]=[CH:7][N:8]([C:10]2[CH:15]=[CH:14][C:13]([I:16])=[CH:12][CH:11]=2)[CH:9]=1)=[N+]=[N-]. Product: [NH2:1][CH2:4][C:5]1[N:6]=[CH:7][N:8]([C:10]2[CH:15]=[CH:14][C:13]([I:16])=[CH:12][CH:11]=2)[CH:9]=1. The catalyst class is: 94.